From a dataset of Reaction yield outcomes from USPTO patents with 853,638 reactions. Predict the reaction yield, written as a fraction of the theoretical maximum amount of product (1.0 means a 100% yield; for example, 0.34 means a 34% yield). (1) The reactants are [CH:1]1([CH2:7][CH2:8][C@@H:9]([CH3:17])[CH2:10][CH2:11][CH:12]2[O:14]C2(C)C)[CH2:6][CH2:5][CH2:4][CH2:3][CH2:2]1.CC(C)=O.I([O-])(=O)(=O)=O.[K+]. The catalyst is O. The product is [CH:1]1([CH2:7][CH2:8][C@@H:9]([CH3:17])[CH2:10][CH2:11][CH:12]=[O:14])[CH2:6][CH2:5][CH2:4][CH2:3][CH2:2]1. The yield is 0.810. (2) The reactants are [NH2:1][C:2]1[CH:11]=[CH:10][CH:9]=[C:8]2[C:3]=1[C:4](=[O:21])[N:5]([CH:13]1[CH2:18][CH2:17][C:16](=[O:19])[NH:15][C:14]1=[O:20])[C:6]([CH3:12])=[N:7]2.[Cl:22][C:23]1[CH:24]=[C:25]([CH:29]=[CH:30][CH:31]=1)[C:26](Cl)=[O:27]. The product is [Cl:22][C:23]1[CH:24]=[C:25]([CH:29]=[CH:30][CH:31]=1)[C:26]([NH:1][C:2]1[CH:11]=[CH:10][CH:9]=[C:8]2[C:3]=1[C:4](=[O:21])[N:5]([CH:13]1[CH2:18][CH2:17][C:16](=[O:19])[NH:15][C:14]1=[O:20])[C:6]([CH3:12])=[N:7]2)=[O:27]. The yield is 0.460. The catalyst is O1CCCC1.